From a dataset of NCI-60 drug combinations with 297,098 pairs across 59 cell lines. Regression. Given two drug SMILES strings and cell line genomic features, predict the synergy score measuring deviation from expected non-interaction effect. (1) Drug 1: COC1=C(C=C2C(=C1)N=CN=C2NC3=CC(=C(C=C3)F)Cl)OCCCN4CCOCC4. Drug 2: CC(C1=C(C=CC(=C1Cl)F)Cl)OC2=C(N=CC(=C2)C3=CN(N=C3)C4CCNCC4)N. Cell line: A498. Synergy scores: CSS=31.2, Synergy_ZIP=-9.05, Synergy_Bliss=-2.67, Synergy_Loewe=-1.74, Synergy_HSA=-0.125. (2) Drug 1: C1=C(C(=O)NC(=O)N1)N(CCCl)CCCl. Drug 2: C1=NC2=C(N=C(N=C2N1C3C(C(C(O3)CO)O)O)F)N. Cell line: T-47D. Synergy scores: CSS=15.2, Synergy_ZIP=-2.28, Synergy_Bliss=-3.23, Synergy_Loewe=-10.7, Synergy_HSA=-3.84.